Dataset: NCI-60 drug combinations with 297,098 pairs across 59 cell lines. Task: Regression. Given two drug SMILES strings and cell line genomic features, predict the synergy score measuring deviation from expected non-interaction effect. (1) Drug 2: CC(C)(C#N)C1=CC(=CC(=C1)CN2C=NC=N2)C(C)(C)C#N. Drug 1: CC1=C(C(=CC=C1)Cl)NC(=O)C2=CN=C(S2)NC3=CC(=NC(=N3)C)N4CCN(CC4)CCO. Synergy scores: CSS=12.5, Synergy_ZIP=-3.90, Synergy_Bliss=-1.16, Synergy_Loewe=-0.111, Synergy_HSA=1.40. Cell line: HS 578T. (2) Drug 1: C1=CC(=CC=C1C#N)C(C2=CC=C(C=C2)C#N)N3C=NC=N3. Drug 2: C1=CC=C(C(=C1)C(C2=CC=C(C=C2)Cl)C(Cl)Cl)Cl. Cell line: HT29. Synergy scores: CSS=0.146, Synergy_ZIP=0.603, Synergy_Bliss=0.270, Synergy_Loewe=2.99, Synergy_HSA=-2.93. (3) Drug 1: C1CC(=O)NC(=O)C1N2CC3=C(C2=O)C=CC=C3N. Drug 2: C(=O)(N)NO. Cell line: NCI-H322M. Synergy scores: CSS=4.77, Synergy_ZIP=1.93, Synergy_Bliss=3.27, Synergy_Loewe=3.82, Synergy_HSA=2.13. (4) Drug 1: C1CCC(CC1)NC(=O)N(CCCl)N=O. Drug 2: CC12CCC3C(C1CCC2OP(=O)(O)O)CCC4=C3C=CC(=C4)OC(=O)N(CCCl)CCCl.[Na+]. Cell line: MCF7. Synergy scores: CSS=-2.49, Synergy_ZIP=-1.89, Synergy_Bliss=-7.36, Synergy_Loewe=-18.6, Synergy_HSA=-14.7.